From a dataset of Forward reaction prediction with 1.9M reactions from USPTO patents (1976-2016). Predict the product of the given reaction. (1) Given the reactants [Br:1][C:2]1[CH:3]=[C:4]2[C:9](=[CH:10][CH:11]=1)[N:8](C(=O)C(F)(F)F)[C@@H:7]([CH3:18])[CH2:6][N:5]2[C:19]([CH:21]1[CH2:23][CH2:22]1)=[O:20].C(=O)(O)[O-].[Na+], predict the reaction product. The product is: [Br:1][C:2]1[CH:3]=[C:4]2[C:9]([NH:8][C@@H:7]([CH3:18])[CH2:6][N:5]2[C:19]([CH:21]2[CH2:22][CH2:23]2)=[O:20])=[CH:10][CH:11]=1. (2) Given the reactants [Si]([O:8][CH:9]([C:22]1[O:23][C:24]([C:27]2[CH:32]=[CH:31][CH:30]=[C:29]([F:33])[CH:28]=2)=[CH:25][N:26]=1)[CH2:10][CH2:11][CH2:12][CH2:13][CH2:14][CH2:15][C:16]1[CH:21]=[CH:20][CH:19]=[CH:18][CH:17]=1)(C(C)(C)C)(C)C.[Si](OC(C1OC([Sn](CCCC)(CCCC)CCCC)=CN=1)CCCCCCC1C=CC=CC=1)(C(C)(C)C)(C)C.FC1C=CC=C(I)C=1, predict the reaction product. The product is: [F:33][C:29]1[CH:28]=[C:27]([C:24]2[O:23][C:22]([C:9](=[O:8])[CH2:10][CH2:11][CH2:12][CH2:13][CH2:14][CH2:15][C:16]3[CH:17]=[CH:18][CH:19]=[CH:20][CH:21]=3)=[N:26][CH:25]=2)[CH:32]=[CH:31][CH:30]=1. (3) Given the reactants [Cl:1][C:2]1[N:7]=[C:6](Cl)[C:5]([I:9])=[CH:4][N:3]=1.C([N:13]([CH2:17][CH3:18])C(C)C)(C)C.O.[C:20](OCC)(=O)C, predict the reaction product. The product is: [Cl:1][C:2]1[N:7]=[C:6]([NH:13][CH2:17][CH2:18][CH3:20])[C:5]([I:9])=[CH:4][N:3]=1. (4) Given the reactants [F:1][C:2]1([F:32])[CH2:4][CH:3]1[CH2:5][O:6][C:7]1[CH:12]=[CH:11][C:10]([S:13]([CH2:16][CH3:17])(=[O:15])=[O:14])=[CH:9][C:8]=1[C:18]1[C:19]2[CH:28]=[C:27]([C:29](O)=[O:30])[NH:26][C:20]=2[C:21](=[O:25])[N:22]([CH3:24])[CH:23]=1.C(Cl)(=O)C(Cl)=O.[F:39][C:40]([F:44])([F:43])[CH2:41][NH2:42], predict the reaction product. The product is: [F:1][C:2]1([F:32])[CH2:4][CH:3]1[CH2:5][O:6][C:7]1[CH:12]=[CH:11][C:10]([S:13]([CH2:16][CH3:17])(=[O:14])=[O:15])=[CH:9][C:8]=1[C:18]1[C:19]2[CH:28]=[C:27]([C:29]([NH:42][CH2:41][C:40]([F:44])([F:43])[F:39])=[O:30])[NH:26][C:20]=2[C:21](=[O:25])[N:22]([CH3:24])[CH:23]=1. (5) Given the reactants Cl.[OH:2][C:3]12[C:14]3[C:9](=[C:10]([N+:15]([O-])=O)[CH:11]=[CH:12][CH:13]=3)[C:8](=[O:18])[C:7]1([NH:19][C:20]([C:22]1[CH:26]=[CH:25][S:24][C:23]=1[O:27][CH3:28])=[O:21])[C:6]1[CH:29]=[CH:30][C:31]([CH:33]([CH3:35])[CH3:34])=[CH:32][C:5]=1[O:4]2, predict the reaction product. The product is: [NH2:15][C:10]1[CH:11]=[CH:12][CH:13]=[C:14]2[C:9]=1[C:8](=[O:18])[C:7]1([NH:19][C:20]([C:22]3[CH:26]=[CH:25][S:24][C:23]=3[O:27][CH3:28])=[O:21])[C:6]3[CH:29]=[CH:30][C:31]([CH:33]([CH3:34])[CH3:35])=[CH:32][C:5]=3[O:4][C:3]12[OH:2]. (6) Given the reactants C(Cl)(=O)C(Cl)=O.[F:7][C:8]([F:23])([F:22])[O:9][C:10]1[CH:11]=[C:12]2[C:16](=[CH:17][CH:18]=1)[NH:15][C:14]([C:19](O)=[O:20])=[CH:13]2.[NH3:24], predict the reaction product. The product is: [F:7][C:8]([F:23])([F:22])[O:9][C:10]1[CH:11]=[C:12]2[C:16](=[CH:17][CH:18]=1)[NH:15][C:14]([C:19]([NH2:24])=[O:20])=[CH:13]2. (7) The product is: [CH:6]1([NH:9][C:10](=[O:45])[C:11]2[CH:16]=[CH:15][C:14]([C:17]3[N:21]4[N:22]=[C:23]([C:33]([C:34]5[CH:39]=[CH:38][C:37]([O:40][CH3:41])=[C:36]([F:42])[CH:35]=5)=[CH2:1])[CH:24]=[C:25]([NH:26][CH2:27][CH2:28][C:29]([F:31])([F:32])[F:30])[C:20]4=[N:19][CH:18]=3)=[CH:13][C:12]=2[CH3:44])[CH2:8][CH2:7]1. Given the reactants [CH2:1]([Li])CCC.[CH:6]1([NH:9][C:10](=[O:45])[C:11]2[CH:16]=[CH:15][C:14]([C:17]3[N:21]4[N:22]=[C:23]([C:33](=O)[C:34]5[CH:39]=[CH:38][C:37]([O:40][CH3:41])=[C:36]([F:42])[CH:35]=5)[CH:24]=[C:25]([NH:26][CH2:27][CH2:28][C:29]([F:32])([F:31])[F:30])[C:20]4=[N:19][CH:18]=3)=[CH:13][C:12]=2[CH3:44])[CH2:8][CH2:7]1.O, predict the reaction product. (8) Given the reactants Cl.[NH2:2][C@@H:3]([CH2:11][CH2:12][C:13]([O:15][CH2:16][C:17]1[CH:22]=[CH:21][CH:20]=[CH:19][CH:18]=1)=[O:14])[C:4]([O:6][C:7]([CH3:10])([CH3:9])[CH3:8])=[O:5].C(N(CC)CC)C.O1CCCC1.[C:35](Cl)(=[O:51])[CH2:36][CH2:37][CH2:38][CH2:39][CH2:40][CH2:41][CH2:42][CH2:43][CH2:44][CH2:45][CH2:46][CH2:47][CH2:48][CH2:49][CH3:50], predict the reaction product. The product is: [C:35]([NH:2][C@@H:3]([CH2:11][CH2:12][C:13]([O:15][CH2:16][C:17]1[CH:18]=[CH:19][CH:20]=[CH:21][CH:22]=1)=[O:14])[C:4]([O:6][C:7]([CH3:10])([CH3:9])[CH3:8])=[O:5])(=[O:51])[CH2:36][CH2:37][CH2:38][CH2:39][CH2:40][CH2:41][CH2:42][CH2:43][CH2:44][CH2:45][CH2:46][CH2:47][CH2:48][CH2:49][CH3:50].